This data is from NCI-60 drug combinations with 297,098 pairs across 59 cell lines. The task is: Regression. Given two drug SMILES strings and cell line genomic features, predict the synergy score measuring deviation from expected non-interaction effect. (1) Drug 1: COC1=CC(=CC(=C1O)OC)C2C3C(COC3=O)C(C4=CC5=C(C=C24)OCO5)OC6C(C(C7C(O6)COC(O7)C8=CC=CS8)O)O. Drug 2: CCC1(CC2CC(C3=C(CCN(C2)C1)C4=CC=CC=C4N3)(C5=C(C=C6C(=C5)C78CCN9C7C(C=CC9)(C(C(C8N6C=O)(C(=O)OC)O)OC(=O)C)CC)OC)C(=O)OC)O.OS(=O)(=O)O. Cell line: NCIH23. Synergy scores: CSS=62.8, Synergy_ZIP=-2.24, Synergy_Bliss=2.84, Synergy_Loewe=4.68, Synergy_HSA=5.17. (2) Drug 1: CS(=O)(=O)OCCCCOS(=O)(=O)C. Drug 2: CCC1(C2=C(COC1=O)C(=O)N3CC4=CC5=C(C=CC(=C5CN(C)C)O)N=C4C3=C2)O.Cl. Cell line: NCIH23. Synergy scores: CSS=22.3, Synergy_ZIP=-1.78, Synergy_Bliss=1.95, Synergy_Loewe=-20.6, Synergy_HSA=-0.258. (3) Drug 1: CC1CCC2CC(C(=CC=CC=CC(CC(C(=O)C(C(C(=CC(C(=O)CC(OC(=O)C3CCCCN3C(=O)C(=O)C1(O2)O)C(C)CC4CCC(C(C4)OC)O)C)C)O)OC)C)C)C)OC. Drug 2: C#CCC(CC1=CN=C2C(=N1)C(=NC(=N2)N)N)C3=CC=C(C=C3)C(=O)NC(CCC(=O)O)C(=O)O. Cell line: OVCAR-5. Synergy scores: CSS=59.1, Synergy_ZIP=2.25, Synergy_Bliss=-0.327, Synergy_Loewe=-29.0, Synergy_HSA=-0.573. (4) Drug 1: CC(CN1CC(=O)NC(=O)C1)N2CC(=O)NC(=O)C2. Drug 2: C1=NC2=C(N1)C(=S)N=CN2. Cell line: KM12. Synergy scores: CSS=32.8, Synergy_ZIP=1.75, Synergy_Bliss=-1.71, Synergy_Loewe=2.86, Synergy_HSA=4.07. (5) Drug 1: CN(C)N=NC1=C(NC=N1)C(=O)N. Drug 2: CCCS(=O)(=O)NC1=C(C(=C(C=C1)F)C(=O)C2=CNC3=C2C=C(C=N3)C4=CC=C(C=C4)Cl)F. Cell line: NCI/ADR-RES. Synergy scores: CSS=-4.38, Synergy_ZIP=0.365, Synergy_Bliss=-4.80, Synergy_Loewe=-6.90, Synergy_HSA=-6.63.